Dataset: Acute oral toxicity (LD50) regression data from Zhu et al.. Task: Regression/Classification. Given a drug SMILES string, predict its toxicity properties. Task type varies by dataset: regression for continuous values (e.g., LD50, hERG inhibition percentage) or binary classification for toxic/non-toxic outcomes (e.g., AMES mutagenicity, cardiotoxicity, hepatotoxicity). Dataset: ld50_zhu. The molecule is CC(C)(C)N=NC(C)(C)O. The rat oral LD50 is 2.64, given as -log10 of the dose in mol/kg body weight (higher means more acutely toxic).